This data is from TCR-epitope binding with 47,182 pairs between 192 epitopes and 23,139 TCRs. The task is: Binary Classification. Given a T-cell receptor sequence (or CDR3 region) and an epitope sequence, predict whether binding occurs between them. (1) The epitope is IPSINVHHY. The TCR CDR3 sequence is CSAPQRRETQYF. Result: 0 (the TCR does not bind to the epitope). (2) The epitope is GILGFVFTL. The TCR CDR3 sequence is CASSIGAYGYTF. Result: 1 (the TCR binds to the epitope). (3) The TCR CDR3 sequence is CASSYGEISGQPQHF. Result: 0 (the TCR does not bind to the epitope). The epitope is SEPVLKGVKL.